From a dataset of Full USPTO retrosynthesis dataset with 1.9M reactions from patents (1976-2016). Predict the reactants needed to synthesize the given product. (1) Given the product [CH3:56][O:57][C:58](=[O:59])[C@@H:60]([NH:3][C:37]([C:34]1[CH:33]=[CH:32][C:31]([C:28]2[CH:27]=[CH:26][C:25]([CH2:23][CH3:24])=[CH:30][CH:29]=2)=[CH:36][CH:35]=1)=[O:39])[C@H:16]([N:21]=[N+:20]=[N-:19])[CH3:15], predict the reactants needed to synthesize it. The reactants are: CC[N:3]=C=NCCCN(C)C.Cl.C1C=[CH:15][C:16]2[N:21](O)[N:20]=[N:19]C=2C=1.[CH2:23]([C:25]1[CH:30]=[CH:29][C:28]([C:31]2[CH:36]=[CH:35][C:34]([C:37]([OH:39])=O)=[CH:33][CH:32]=2)=[CH:27][CH:26]=1)[CH3:24].CCN(C(C)C)C(C)C.CCCCCC.C[CH2:56][O:57][C:58]([CH3:60])=[O:59]. (2) The reactants are: [CH3:1][N:2]([CH3:17])[C:3]1[CH:8]=[CH:7][C:6]([C:9]#[C:10][C:11]2[CH:16]=[CH:15][CH:14]=[CH:13][CH:12]=2)=[CH:5][CH:4]=1.[F-].[K+].C1O[CH2:36][CH2:35]OCCOCCOCCOCCOC1.[CH2:38]1[CH2:42]OC[CH2:39]1. Given the product [CH3:17][N:2]([C:1]1[CH:36]=[CH:35][CH:42]=[CH:38][CH:39]=1)[C:3]1[CH:8]=[CH:7][C:6]([C:9]#[C:10][C:11]2[CH:16]=[CH:15][CH:14]=[CH:13][CH:12]=2)=[CH:5][CH:4]=1, predict the reactants needed to synthesize it.